Task: Predict which catalyst facilitates the given reaction.. Dataset: Catalyst prediction with 721,799 reactions and 888 catalyst types from USPTO (1) Reactant: [N:1]1([C:7]2[CH:16]=[C:15]3[C:10]([CH:11]=[CH:12][C:13]([C:17]([OH:19])=O)=[N:14]3)=[CH:9][CH:8]=2)[CH2:6][CH2:5][O:4][CH2:3][CH2:2]1.[NH2:20][C:21]1[CH:22]=[N:23][CH:24]=[CH:25][C:26]=1[N:27]1[CH2:32][C@H:31]([CH3:33])[C@@H:30]([O:34][Si](C(C)(C)C)(C)C)[C@H:29]([NH:42]C(=O)OC(C)(C)C)[CH2:28]1.CN(C(ON1N=NC2C=CC=NC1=2)=[N+](C)C)C.F[P-](F)(F)(F)(F)F.CCN(C(C)C)C(C)C.Cl.O1CCOCC1. Product: [NH2:42][C@H:29]1[C@H:30]([OH:34])[C@@H:31]([CH3:33])[CH2:32][N:27]([C:26]2[CH:25]=[CH:24][N:23]=[CH:22][C:21]=2[NH:20][C:17]([C:13]2[CH:12]=[CH:11][C:10]3[C:15](=[CH:16][C:7]([N:1]4[CH2:2][CH2:3][O:4][CH2:5][CH2:6]4)=[CH:8][CH:9]=3)[N:14]=2)=[O:19])[CH2:28]1. The catalyst class is: 3. (2) Reactant: S(Cl)([Cl:3])=O.[CH3:5][O:6][N:7]=[C:8]([C:17]1[O:21][N:20]=[C:19]([CH3:22])[CH:18]=1)[C:9]1[CH:14]=[CH:13][CH:12]=[CH:11][C:10]=1[CH2:15]O. Product: [CH3:5][O:6][N:7]=[C:8]([C:17]1[O:21][N:20]=[C:19]([CH3:22])[CH:18]=1)[C:9]1[CH:14]=[CH:13][CH:12]=[CH:11][C:10]=1[CH2:15][Cl:3]. The catalyst class is: 48.